Dataset: Forward reaction prediction with 1.9M reactions from USPTO patents (1976-2016). Task: Predict the product of the given reaction. (1) Given the reactants [N:1]1[CH:6]=[CH:5][CH:4]=[CH:3][C:2]=1[CH2:7][N:8]1[C:16](=[O:17])[C:15]2[C:10](=[CH:11][CH:12]=[CH:13][CH:14]=2)[C:9]1=[O:18], predict the reaction product. The product is: [NH:1]1[CH2:6][CH2:5][CH2:4][CH2:3][CH:2]1[CH2:7][N:8]1[C:16](=[O:17])[C:15]2[C:10](=[CH:11][CH:12]=[CH:13][CH:14]=2)[C:9]1=[O:18]. (2) Given the reactants [NH2:1][C:2]1[CH:3]=[N:4][N:5]([CH2:7][C:8]([O:10][C:11]([CH3:14])([CH3:13])[CH3:12])=[O:9])[CH:6]=1.Cl[C:16]1[C:25]2[C:20](=[CH:21][C:22]([O:26][CH2:27][CH2:28][CH2:29][Cl:30])=[CH:23][CH:24]=2)[N:19]=[CH:18][N:17]=1, predict the reaction product. The product is: [Cl:30][CH2:29][CH2:28][CH2:27][O:26][C:22]1[CH:21]=[C:20]2[C:25]([C:16]([NH:1][C:2]3[CH:3]=[N:4][N:5]([CH2:7][C:8]([O:10][C:11]([CH3:14])([CH3:13])[CH3:12])=[O:9])[CH:6]=3)=[N:17][CH:18]=[N:19]2)=[CH:24][CH:23]=1. (3) Given the reactants CC1C=CC(C2C=CC=CN=2)=C(C=1)C(OC)=O.Br[C:19]1[C:20]([C:26]([N:28]2[CH2:33][CH2:32][CH2:31][C@@H:30]([CH3:34])[C@H:29]2[CH2:35][N:36]2[C:44](=[O:45])[C:43]3[C:38](=[CH:39][CH:40]=[CH:41][CH:42]=3)[C:37]2=[O:46])=[O:27])=[N:21][C:22]([CH3:25])=[CH:23][CH:24]=1.C([Sn](CCCC)(CCCC)[C:52]1[N:57]=[CH:56][CH:55]=[CH:54][N:53]=1)CCC, predict the reaction product. The product is: [CH3:34][C@@H:30]1[CH2:31][CH2:32][CH2:33][N:28]([C:26](=[O:27])[C:20]2[C:19]([C:52]3[N:57]=[CH:56][CH:55]=[CH:54][N:53]=3)=[CH:24][CH:23]=[C:22]([CH3:25])[N:21]=2)[C@@H:29]1[CH2:35][N:36]1[C:44](=[O:45])[C:43]2[C:38](=[CH:39][CH:40]=[CH:41][CH:42]=2)[C:37]1=[O:46]. (4) Given the reactants S([O-])([O-])(=O)=O.[Zr+4:6].S([O-])([O-])(=O)=O.[P].[OH:13][P:14]([OH:17])([OH:16])=[O:15].[OH-].[Na+], predict the reaction product. The product is: [P:14]([O-:17])([O-:16])([O-:15])=[O:13].[Zr+4:6].[P:14]([O-:17])([O-:16])([O-:15])=[O:13].[P:14]([O-:17])([O-:16])([O-:15])=[O:13].[P:14]([O-:17])([O-:16])([O-:15])=[O:13].[Zr+4:6].[Zr+4:6]. (5) Given the reactants [N:1]1([C:7]2[CH:16]=[CH:15][C:14]([NH:17][S:18]([C:21]3[CH:26]=[CH:25][CH:24]=[CH:23][C:22]=3[N+:27]([O-])=O)(=[O:20])=[O:19])=[C:13]3[C:8]=2[CH:9]=[CH:10][CH:11]=[N:12]3)[CH2:6][CH2:5][O:4][CH2:3][CH2:2]1.Cl[Sn]Cl, predict the reaction product. The product is: [NH2:27][C:22]1[CH:23]=[CH:24][CH:25]=[CH:26][C:21]=1[S:18]([NH:17][C:14]1[CH:15]=[CH:16][C:7]([N:1]2[CH2:6][CH2:5][O:4][CH2:3][CH2:2]2)=[C:8]2[C:13]=1[N:12]=[CH:11][CH:10]=[CH:9]2)(=[O:20])=[O:19]. (6) Given the reactants [Br:1][C:2]1[C:3]([CH3:9])=[N:4][C:5](Br)=[CH:6][CH:7]=1.[Cu][C:11]#[N:12].[C-]#N.[Na+].CN(C)C=O, predict the reaction product. The product is: [Br:1][C:2]1[CH:7]=[CH:6][C:5]([C:11]#[N:12])=[N:4][C:3]=1[CH3:9]. (7) Given the reactants Br[C:2]1[CH:3]=[C:4]([C:8]2[N:13]=[C:12]([C:14]3[CH:19]=[CH:18][C:17]([Cl:20])=[CH:16][CH:15]=3)[CH:11]=[C:10]([C:21]([F:24])([F:23])[F:22])[N:9]=2)[CH:5]=[CH:6][CH:7]=1.[C:25]([NH:29][S:30]([C:33]1[S:34][C:35](B2OC(C)(C)C(C)(C)O2)=[CH:36][CH:37]=1)(=[O:32])=[O:31])([CH3:28])([CH3:27])[CH3:26], predict the reaction product. The product is: [C:25]([NH:29][S:30]([C:33]1[S:34][C:35]([C:2]2[CH:7]=[CH:6][CH:5]=[C:4]([C:8]3[N:13]=[C:12]([C:14]4[CH:19]=[CH:18][C:17]([Cl:20])=[CH:16][CH:15]=4)[CH:11]=[C:10]([C:21]([F:23])([F:24])[F:22])[N:9]=3)[CH:3]=2)=[CH:36][CH:37]=1)(=[O:31])=[O:32])([CH3:28])([CH3:26])[CH3:27]. (8) Given the reactants [ClH:1].[C:2]1([N:8]([CH2:31][CH2:32][C:33]([O:35][CH2:36][CH3:37])=[O:34])[C:9]([C:11]2[CH:12]=[CH:13][C:14]3[S:18][C:17]([CH2:19][S:20][C:21]4[CH:26]=[CH:25][C:24]([C:27](=[NH:29])[NH2:28])=[CH:23][CH:22]=4)=[N:16][C:15]=3[CH:30]=2)=[O:10])[CH:7]=[CH:6][CH:5]=[CH:4][CH:3]=1.[OH:38]O, predict the reaction product. The product is: [ClH:1].[C:2]1([N:8]([CH2:31][CH2:32][C:33]([O:35][CH2:36][CH3:37])=[O:34])[C:9]([C:11]2[CH:12]=[CH:13][C:14]3[S:18][C:17]([CH2:19][S:20]([C:21]4[CH:26]=[CH:25][C:24]([C:27](=[NH:28])[NH2:29])=[CH:23][CH:22]=4)=[O:38])=[N:16][C:15]=3[CH:30]=2)=[O:10])[CH:7]=[CH:6][CH:5]=[CH:4][CH:3]=1. (9) Given the reactants Cl[C:2]([O:5]C(=O)OC(Cl)(Cl)Cl)(Cl)Cl.[Si:13]([O:20][CH2:21][C:22]1[CH:23]=[C:24]([CH:26]=[CH:27][C:28]=1[O:29][C:30]([F:33])([F:32])[F:31])[NH2:25])([C:16]([CH3:19])([CH3:18])[CH3:17])([CH3:15])[CH3:14].Cl.[CH3:35][O:36][C:37](=[O:64])[C@H:38]([OH:63])[CH2:39][NH:40][C:41](=[O:62])[C:42]1[CH:47]=[CH:46][C:45]([CH2:48][NH:49][C:50]2[CH:55]=[CH:54][C:53]([CH:56]3[CH2:61][CH2:60][CH2:59][CH2:58][CH2:57]3)=[CH:52][CH:51]=2)=[CH:44][CH:43]=1.C(N(C(C)C)CC)(C)C.[N-]=C=O, predict the reaction product. The product is: [CH3:35][O:36][C:37](=[O:64])[C@H:38]([OH:63])[CH2:39][NH:40][C:41](=[O:62])[C:42]1[CH:47]=[CH:46][C:45]([CH2:48][N:49]([C:50]2[CH:51]=[CH:52][C:53]([CH:56]3[CH2:61][CH2:60][CH2:59][CH2:58][CH2:57]3)=[CH:54][CH:55]=2)[C:2]([NH:25][C:24]2[CH:26]=[CH:27][C:28]([O:29][C:30]([F:31])([F:32])[F:33])=[C:22]([CH2:21][O:20][Si:13]([C:16]([CH3:19])([CH3:18])[CH3:17])([CH3:15])[CH3:14])[CH:23]=2)=[O:5])=[CH:44][CH:43]=1.